The task is: Predict which catalyst facilitates the given reaction.. This data is from Catalyst prediction with 721,799 reactions and 888 catalyst types from USPTO. (1) Reactant: [H-].[Na+].[CH2:3]([O:5][C:6]([PH:11](=[O:15])[O:12][CH2:13][CH3:14])([O:8][CH2:9][CH3:10])[CH3:7])[CH3:4].Cl[CH2:17][F:18]. Product: [F:18][CH2:17][P:11]([C:6]([O:5][CH2:3][CH3:4])([O:8][CH2:9][CH3:10])[CH3:7])(=[O:15])[O:12][CH2:13][CH3:14]. The catalyst class is: 1. (2) Reactant: [OH:1][CH2:2][C:3]1[CH:21]=[CH:20][C:6]([C:7]([NH:9][C:10]2[CH:15]=[CH:14][CH:13]=[C:12]([C:16]([F:19])([F:18])[F:17])[CH:11]=2)=[O:8])=[CH:5][C:4]=1[C:22]1[CH:27]=[CH:26][N:25]=[C:24]([N:28]2[CH2:33][CH2:32][O:31][CH2:30][CH2:29]2)[CH:23]=1. Product: [CH:2]([C:3]1[CH:21]=[CH:20][C:6]([C:7]([NH:9][C:10]2[CH:15]=[CH:14][CH:13]=[C:12]([C:16]([F:19])([F:17])[F:18])[CH:11]=2)=[O:8])=[CH:5][C:4]=1[C:22]1[CH:27]=[CH:26][N:25]=[C:24]([N:28]2[CH2:33][CH2:32][O:31][CH2:30][CH2:29]2)[CH:23]=1)=[O:1]. The catalyst class is: 177. (3) Reactant: [OH:1][C:2]1[CH:10]=[C:9]2[C:5]([CH2:6][C:7]3([CH2:19][C:18]4[C:13](=[CH:14][CH:15]=[C:16]([OH:20])[CH:17]=4)[CH2:12]3)[C:8]2=O)=[CH:4][CH:3]=1.[CH2:21]([Mg]Cl)[C:22]1[CH:27]=[CH:26][CH:25]=[CH:24][CH:23]=1.Cl. Product: [OH:1][C:2]1[CH:10]=[C:9]2[C:5]([CH2:6][C:7]3([CH2:19][C:18]4[C:13](=[CH:14][CH:15]=[C:16]([OH:20])[CH:17]=4)[CH2:12]3)[C:8]2=[CH:21][C:22]2[CH:27]=[CH:26][CH:25]=[CH:24][CH:23]=2)=[CH:4][CH:3]=1. The catalyst class is: 1. (4) Reactant: Cl[C:2]1[N:3]=[N:4][C:5]([C:8]([NH2:10])=[O:9])=[CH:6][CH:7]=1.C([NH:13][CH2:14][C:15]1[CH:20]=[CH:19][CH:18]=[CH:17][C:16]=1[O:21][C:22]1[CH:27]=[CH:26][CH:25]=[CH:24][CH:23]=1)C.[CH:28](N(C(C)C)CC)(C)[CH3:29]. Product: [CH2:28]([N:10]([NH:13][CH2:14][C:15]1[CH:20]=[CH:19][CH:18]=[CH:17][C:16]=1[O:21][C:22]1[CH:27]=[CH:26][CH:25]=[CH:24][CH:23]=1)[C:8]([C:5]1[N:4]=[N:3][CH:2]=[CH:7][CH:6]=1)=[O:9])[CH3:29]. The catalyst class is: 3. (5) Reactant: Cl[C:2]1[N:11]=[C:10]([NH:12][CH2:13][C:14]2([N:18]([CH2:26][C:27]3[CH:32]=[CH:31][CH:30]=[CH:29][CH:28]=3)[CH2:19][C:20]3[CH:25]=[CH:24][CH:23]=[CH:22][CH:21]=3)[CH2:17][O:16][CH2:15]2)[C:9]2[C:4](=[CH:5][CH:6]=[C:7]([CH3:33])[CH:8]=2)[N:3]=1.[S:34]1[C:40]2[CH:41]=[CH:42][CH:43]=[CH:44][C:39]=2[CH2:38][NH:37][CH2:36][CH2:35]1.C(N(CC)CC)C. Product: [CH2:19]([N:18]([CH2:26][C:27]1[CH:32]=[CH:31][CH:30]=[CH:29][CH:28]=1)[C:14]1([CH2:13][NH:12][C:10]2[C:9]3[C:4](=[CH:5][CH:6]=[C:7]([CH3:33])[CH:8]=3)[N:3]=[C:2]([N:37]3[CH2:38][C:39]4[CH:44]=[CH:43][CH:42]=[CH:41][C:40]=4[S:34][CH2:35][CH2:36]3)[N:11]=2)[CH2:17][O:16][CH2:15]1)[C:20]1[CH:25]=[CH:24][CH:23]=[CH:22][CH:21]=1. The catalyst class is: 42.